This data is from Reaction yield outcomes from USPTO patents with 853,638 reactions. The task is: Predict the reaction yield, written as a fraction of the theoretical maximum amount of product (1.0 means a 100% yield; for example, 0.34 means a 34% yield). (1) The reactants are [Br:1][C:2]1[CH:7]=[CH:6][C:5]([OH:8])=[C:4]([CH2:9][CH3:10])[CH:3]=1.Br[C:12]1[S:13][CH:14]=[CH:15][N:16]=1.C([O-])([O-])=O.[K+].[K+]. The catalyst is CN(C=O)C. The product is [Br:1][C:2]1[CH:7]=[CH:6][C:5]([O:8][C:12]2[S:13][CH:14]=[CH:15][N:16]=2)=[C:4]([CH2:9][CH3:10])[CH:3]=1. The yield is 0.920. (2) The reactants are [Br:1][C:2]1[CH:7]=[CH:6][CH:5]=[CH:4][C:3]=1[CH2:8][C:9]([OH:11])=[O:10].S(=O)(=O)(O)O.[CH3:17]O. No catalyst specified. The product is [Br:1][C:2]1[CH:7]=[CH:6][CH:5]=[CH:4][C:3]=1[CH2:8][C:9]([O:11][CH3:17])=[O:10]. The yield is 0.960. (3) The reactants are [I:1][C:2]1[CH:3]=[C:4]([NH2:9])[C:5]([NH2:8])=[CH:6][CH:7]=1.[C:10]([N:20]1[CH2:25][CH2:24][CH2:23][CH2:22][C@H:21]1[C:26](O)=O)([O:12][CH2:13][C:14]1[CH:19]=[CH:18][CH:17]=[CH:16][CH:15]=1)=[O:11].CCN(C(C)C)C(C)C.CN(C(ON1N=NC2C=CC=NC1=2)=[N+](C)C)C.F[P-](F)(F)(F)(F)F. The catalyst is CN(C=O)C. The product is [CH2:13]([O:12][C:10]([N:20]1[CH2:25][CH2:24][CH2:23][CH2:22][C@H:21]1[C:26]1[NH:8][C:5]2[CH:6]=[CH:7][C:2]([I:1])=[CH:3][C:4]=2[N:9]=1)=[O:11])[C:14]1[CH:15]=[CH:16][CH:17]=[CH:18][CH:19]=1. The yield is 0.470. (4) The reactants are [CH3:1][O:2][C:3]1[CH:4]=[C:5]2[C:10](=[CH:11][C:12]=1[O:13][CH3:14])[N:9]=[CH:8][CH:7]=[C:6]2[O:15][C:16]1[C:22]([CH3:23])=[CH:21][C:19]([NH2:20])=[C:18]([CH3:24])[CH:17]=1.Cl[C:26](Cl)([O:28][C:29](=[O:35])OC(Cl)(Cl)Cl)Cl.[C:37]([C:41]1C=[CH:45][CH:44]=[CH:43][C:42]=1O)([CH3:40])([CH3:39])[CH3:38].C(=O)(O)[O-].[Na+]. The catalyst is C(Cl)Cl.C(N(CC)CC)C.C1(C)C=CC=CC=1. The product is [CH3:1][O:2][C:3]1[CH:4]=[C:5]2[C:10](=[CH:11][C:12]=1[O:13][CH3:14])[N:9]=[CH:8][CH:7]=[C:6]2[O:15][C:16]1[C:22]([CH3:23])=[CH:21][C:19]([NH:20][C:29](=[O:35])[O:28][C:26]2[CH:45]=[CH:44][CH:43]=[CH:42][C:41]=2[C:37]([CH3:40])([CH3:39])[CH3:38])=[C:18]([CH3:24])[CH:17]=1. The yield is 0.960. (5) The reactants are [N:1]1[C:5]2[CH:6]=[CH:7][CH:8]=[CH:9][C:4]=2[NH:3][C:2]=1[C:10]([F:24])([F:23])[C:11]([C:14]1[NH:15][C:16]2[CH:22]=[CH:21][CH:20]=[CH:19][C:17]=2[N:18]=1)([F:13])[F:12].[H-].[Na+].CO[C:29]1[CH:34]=CC2N=C(C(O)C(O)C3N[C:30]4[CH:31]=C(OC)C=[CH:34][C:29]=4N=3)N[C:31]=2[CH:30]=1.I[CH2:54][CH2:55][CH2:56][CH3:57]. The catalyst is C1CCCCC1.O.CS(C)=O. The product is [CH2:34]([N:1]1[C:5]2[CH:6]=[CH:7][CH:8]=[CH:9][C:4]=2[N:3]=[C:2]1[C:10]([F:24])([F:23])[C:11]([C:14]1[N:18]([CH2:54][CH2:55][CH2:56][CH3:57])[C:17]2[CH:19]=[CH:20][CH:21]=[CH:22][C:16]=2[N:15]=1)([F:13])[F:12])[CH2:29][CH2:30][CH3:31]. The yield is 0.880. (6) The reactants are [CH2:1]1[C:9]2[C:4](=[CH:5][CH:6]=[CH:7][CH:8]=2)[CH2:3][CH2:2]1.[C:10](OC(=O)C)(=[O:12])[CH3:11].[Al+3].[Cl-].[Cl-].[Cl-]. The catalyst is C(Cl)Cl. The product is [CH2:1]1[C:9]2[C:4](=[CH:5][CH:6]=[C:7]([C:10](=[O:12])[CH3:11])[CH:8]=2)[CH2:3][CH2:2]1. The yield is 0.880. (7) The reactants are [Br:1][C:2]1[C:3]([NH:9][C:10]2[C:11]([CH3:31])=[C:12]([C:27]([O:29][CH3:30])=[O:28])[CH:13]=[C:14]([C:16]3[CH:21]=[CH:20][CH:19]=[C:18]([S:22]([CH2:25][CH3:26])(=[O:24])=[O:23])[CH:17]=3)[CH:15]=2)=[N:4][CH:5]=[C:6]([CH3:8])[CH:7]=1.C(=O)([O-])[O-].[K+].[K+].O1CCCC1.[C:43](O[C:43]([O:45][C:46]([CH3:49])([CH3:48])[CH3:47])=[O:44])([O:45][C:46]([CH3:49])([CH3:48])[CH3:47])=[O:44]. The catalyst is CN(C)C1C=CN=CC=1.O. The product is [Br:1][C:2]1[C:3]([N:9]([C:43]([O:45][C:46]([CH3:49])([CH3:48])[CH3:47])=[O:44])[C:10]2[C:11]([CH3:31])=[C:12]([C:27]([O:29][CH3:30])=[O:28])[CH:13]=[C:14]([C:16]3[CH:21]=[CH:20][CH:19]=[C:18]([S:22]([CH2:25][CH3:26])(=[O:24])=[O:23])[CH:17]=3)[CH:15]=2)=[N:4][CH:5]=[C:6]([CH3:8])[CH:7]=1. The yield is 0.774.